From a dataset of Reaction yield outcomes from USPTO patents with 853,638 reactions. Predict the reaction yield, written as a fraction of the theoretical maximum amount of product (1.0 means a 100% yield; for example, 0.34 means a 34% yield). The reactants are Br[C:2]1[CH:3]=[C:4]2[C:8](=[CH:9][CH:10]=1)[N:7]([CH3:11])[C:6]([C:12]1[CH:17]=[CH:16][C:15]([Cl:18])=[CH:14][CH:13]=1)=[C:5]2[CH2:19][CH2:20][C:21]([N:23]1[CH2:28][CH2:27][C:26]([CH2:30][C:31]2[CH:36]=[CH:35][CH:34]=[CH:33][CH:32]=2)([OH:29])[CH2:25][CH2:24]1)=[O:22].[NH:37]1[CH2:42][CH2:41][O:40][CH2:39][CH2:38]1.CC(C)([O-])C.[Na+]. The catalyst is C1(C)C=CC=CC=1.C1C=CC(/C=C/C(/C=C/C2C=CC=CC=2)=O)=CC=1.C1C=CC(/C=C/C(/C=C/C2C=CC=CC=2)=O)=CC=1.C1C=CC(/C=C/C(/C=C/C2C=CC=CC=2)=O)=CC=1.[Pd].[Pd].[Pd].[Pd].C(=CC(C=CC1C=CC=CC=1)=O)C1C=CC=CC=1.C(=CC(C=CC1C=CC=CC=1)=O)C1C=CC=CC=1.C(=CC(C=CC1C=CC=CC=1)=O)C1C=CC=CC=1.C1(P(C2C=CC=CC=2)C2C=CC3C(=CC=CC=3)C=2C2C3C(=CC=CC=3)C=CC=2P(C2C=CC=CC=2)C2C=CC=CC=2)C=CC=CC=1. The product is [Cl:18][C:15]1[CH:14]=[CH:13][C:12]([C:6]2[N:7]([CH3:11])[C:8]3[C:4]([C:5]=2[CH2:19][CH2:20][C:21]([N:23]2[CH2:24][CH2:25][C:26]([CH2:30][C:31]4[CH:32]=[CH:33][CH:34]=[CH:35][CH:36]=4)([OH:29])[CH2:27][CH2:28]2)=[O:22])=[CH:3][C:2]([N:37]2[CH2:42][CH2:41][O:40][CH2:39][CH2:38]2)=[CH:10][CH:9]=3)=[CH:17][CH:16]=1. The yield is 0.190.